The task is: Predict the reactants needed to synthesize the given product.. This data is from Full USPTO retrosynthesis dataset with 1.9M reactions from patents (1976-2016). (1) Given the product [O:23]=[C:14]1[N:13]([CH2:24][CH2:25][CH3:26])[C:12]2[N:11]=[C:10]([C:5]34[CH2:6][CH2:7][C:2]([O:29][C@H:28]([CH3:30])[C:27]([OH:32])=[O:31])([CH2:9][CH2:8]3)[CH2:3][CH2:4]4)[NH:18][C:17]=2[C:16](=[O:19])[N:15]1[CH2:20][CH2:21][CH3:22], predict the reactants needed to synthesize it. The reactants are: N[C:2]12[CH2:9][CH2:8][C:5]([C:10]3[NH:18][C:17]4[C:16](=[O:19])[N:15]([CH2:20][CH2:21][CH3:22])[C:14](=[O:23])[N:13]([CH2:24][CH2:25][CH3:26])[C:12]=4[N:11]=3)([CH2:6][CH2:7]1)[CH2:4][CH2:3]2.[C:27]([O:32]C)(=[O:31])[C@@H:28]([CH3:30])[OH:29].N(OCCC(C)C)=O.[Li+].[OH-]. (2) Given the product [CH3:43][NH:42][C:40]([C:38]1[N:39]=[C:35]([C:30]2[CH:31]=[CH:32][CH:33]=[CH:34][C:29]=2[NH:28][C:20]([O:1][CH2:2][CH:3]2[CH2:8][CH2:7][N:6]([C:9]([O:11][C:12]([CH3:15])([CH3:14])[CH3:13])=[O:10])[CH2:5][CH2:4]2)=[O:26])[S:36][CH:37]=1)=[O:41], predict the reactants needed to synthesize it. The reactants are: [OH:1][CH2:2][CH:3]1[CH2:8][CH2:7][N:6]([C:9]([O:11][C:12]([CH3:15])([CH3:14])[CH3:13])=[O:10])[CH2:5][CH2:4]1.ClC(Cl)(O[C:20](=[O:26])OC(Cl)(Cl)Cl)Cl.[NH2:28][C:29]1[CH:34]=[CH:33][CH:32]=[CH:31][C:30]=1[C:35]1[S:36][CH:37]=[C:38]([C:40]([NH:42][CH3:43])=[O:41])[N:39]=1.